From a dataset of Merck oncology drug combination screen with 23,052 pairs across 39 cell lines. Regression. Given two drug SMILES strings and cell line genomic features, predict the synergy score measuring deviation from expected non-interaction effect. (1) Drug 1: COc1cccc2c1C(=O)c1c(O)c3c(c(O)c1C2=O)CC(O)(C(=O)CO)CC3OC1CC(N)C(O)C(C)O1. Drug 2: COC1=C2CC(C)CC(OC)C(O)C(C)C=C(C)C(OC(N)=O)C(OC)C=CC=C(C)C(=O)NC(=CC1=O)C2=O. Cell line: T47D. Synergy scores: synergy=6.35. (2) Drug 1: NC(=O)c1cccc2cn(-c3ccc(C4CCCNC4)cc3)nc12. Drug 2: C#Cc1cccc(Nc2ncnc3cc(OCCOC)c(OCCOC)cc23)c1. Cell line: SKMES1. Synergy scores: synergy=10.0. (3) Drug 1: NC1(c2ccc(-c3nc4ccn5c(=O)[nH]nc5c4cc3-c3ccccc3)cc2)CCC1. Drug 2: COC1CC2CCC(C)C(O)(O2)C(=O)C(=O)N2CCCCC2C(=O)OC(C(C)CC2CCC(OP(C)(C)=O)C(OC)C2)CC(=O)C(C)C=C(C)C(O)C(OC)C(=O)C(C)CC(C)C=CC=CC=C1C. Cell line: UWB1289. Synergy scores: synergy=43.9. (4) Drug 1: NC(=O)c1cccc2cn(-c3ccc(C4CCCNC4)cc3)nc12. Drug 2: CCC1(O)C(=O)OCc2c1cc1n(c2=O)Cc2cc3c(CN(C)C)c(O)ccc3nc2-1. Cell line: KPL1. Synergy scores: synergy=7.34. (5) Drug 1: NC(=O)c1cccc2cn(-c3ccc(C4CCCNC4)cc3)nc12. Drug 2: CCc1c2c(nc3ccc(O)cc13)-c1cc3c(c(=O)n1C2)COC(=O)C3(O)CC. Cell line: A427. Synergy scores: synergy=9.58. (6) Drug 1: NC(=O)c1cccc2cn(-c3ccc(C4CCCNC4)cc3)nc12. Drug 2: Cc1nc(Nc2ncc(C(=O)Nc3c(C)cccc3Cl)s2)cc(N2CCN(CCO)CC2)n1. Cell line: MSTO. Synergy scores: synergy=90.8.